From a dataset of CYP3A4 inhibition data for predicting drug metabolism from PubChem BioAssay. Regression/Classification. Given a drug SMILES string, predict its absorption, distribution, metabolism, or excretion properties. Task type varies by dataset: regression for continuous measurements (e.g., permeability, clearance, half-life) or binary classification for categorical outcomes (e.g., BBB penetration, CYP inhibition). Dataset: cyp3a4_veith. (1) The drug is Cc1ccc(-n2cc(C(=O)c3ccc4ccccc4c3O)cn2)cc1. The result is 0 (non-inhibitor). (2) The result is 0 (non-inhibitor). The molecule is CC(C)NC(=O)N1CCN(c2ccncc2S(=O)(=O)N2CCOCC2)CC1. (3) The result is 0 (non-inhibitor). The molecule is COC(=O)Cn1cc(/C=N/NC(=O)c2ccc(C#N)cc2F)c2ccccc21. (4) The compound is O=C(c1ccc2c(c1)C(=O)N(Cc1ccco1)C2=O)N1CCOCC1. The result is 0 (non-inhibitor). (5) The molecule is Cc1nc(S(=O)(=O)c2cccc(Cl)c2)nc2c1CCC2. The result is 0 (non-inhibitor).